Task: Predict the product of the given reaction.. Dataset: Forward reaction prediction with 1.9M reactions from USPTO patents (1976-2016) The product is: [CH2:5]([O:8][C:9](=[O:31])[CH:10]([NH:19][C:20]([O:22][C:23]1[CH:24]=[CH:25][C:26]([CH2:29][O:30][C:64](=[O:65])[NH:63][C:54]2[CH:55]=[C:56]([O:61][CH3:62])[C:57]([O:59][CH3:60])=[CH:58][C:53]=2[C:51]([N:47]2[CH2:48][CH2:49][CH2:50][CH:46]2[C:45]([CH3:67])([CH3:66])[O:44][SiH2:43][C:39]([CH3:41])([CH3:40])[CH3:42])=[O:52])=[CH:27][CH:28]=1)=[O:21])[CH2:11][CH2:12][C:13]([O:15][CH2:16][CH:17]=[CH2:18])=[O:14])[CH:6]=[CH2:7]. Given the reactants C(=O)([O-])N.[CH2:5]([O:8][C:9](=[O:31])[CH:10]([NH:19][C:20]([O:22][C:23]1[CH:28]=[CH:27][C:26]([CH2:29][OH:30])=[CH:25][CH:24]=1)=[O:21])[CH2:11][CH2:12][C:13]([O:15][CH2:16][CH:17]=[CH2:18])=[O:14])[CH:6]=[CH2:7].C(N(CC)CC)C.[C:39]([SiH2:43][O:44][C:45]([CH3:67])([CH3:66])[CH:46]1[CH2:50][CH2:49][CH2:48][N:47]1[C:51]([C:53]1[CH:58]=[C:57]([O:59][CH3:60])[C:56]([O:61][CH3:62])=[CH:55][C:54]=1[N:63]=[C:64]=[O:65])=[O:52])([CH3:42])([CH3:41])[CH3:40].NC1C=C(OC)C(OC)=CC=1C(N1CCCC1C(C)(C)O[SiH2]C(C)(C)C)=O.ClC(Cl)(OC(=O)OC(Cl)(Cl)Cl)Cl, predict the reaction product.